From a dataset of NCI-60 drug combinations with 297,098 pairs across 59 cell lines. Regression. Given two drug SMILES strings and cell line genomic features, predict the synergy score measuring deviation from expected non-interaction effect. (1) Cell line: ACHN. Drug 2: C1CC(C1)(C(=O)O)C(=O)O.[NH2-].[NH2-].[Pt+2]. Synergy scores: CSS=57.9, Synergy_ZIP=1.46, Synergy_Bliss=4.27, Synergy_Loewe=5.31, Synergy_HSA=5.58. Drug 1: CNC(=O)C1=CC=CC=C1SC2=CC3=C(C=C2)C(=NN3)C=CC4=CC=CC=N4. (2) Drug 1: C(=O)(N)NO. Drug 2: CC(C)NC(=O)C1=CC=C(C=C1)CNNC.Cl. Cell line: RXF 393. Synergy scores: CSS=-2.03, Synergy_ZIP=0.767, Synergy_Bliss=-0.0168, Synergy_Loewe=-1.64, Synergy_HSA=-1.13. (3) Drug 1: C1CCC(C1)C(CC#N)N2C=C(C=N2)C3=C4C=CNC4=NC=N3. Drug 2: CC1CCC2CC(C(=CC=CC=CC(CC(C(=O)C(C(C(=CC(C(=O)CC(OC(=O)C3CCCCN3C(=O)C(=O)C1(O2)O)C(C)CC4CCC(C(C4)OC)OCCO)C)C)O)OC)C)C)C)OC. Cell line: HOP-62. Synergy scores: CSS=20.4, Synergy_ZIP=2.72, Synergy_Bliss=5.02, Synergy_Loewe=-7.95, Synergy_HSA=3.93. (4) Drug 1: CC1=C(C(=CC=C1)Cl)NC(=O)C2=CN=C(S2)NC3=CC(=NC(=N3)C)N4CCN(CC4)CCO. Drug 2: CN1C2=C(C=C(C=C2)N(CCCl)CCCl)N=C1CCCC(=O)O.Cl. Cell line: PC-3. Synergy scores: CSS=7.67, Synergy_ZIP=-3.54, Synergy_Bliss=2.77, Synergy_Loewe=-10.6, Synergy_HSA=1.46.